This data is from Reaction yield outcomes from USPTO patents with 853,638 reactions. The task is: Predict the reaction yield, written as a fraction of the theoretical maximum amount of product (1.0 means a 100% yield; for example, 0.34 means a 34% yield). (1) The reactants are [Cl:1][C:2]1[C:3]2[CH:10]=[CH:9][NH:8][C:4]=2[N:5]=[CH:6][N:7]=1.[Br:11]N1C(=O)CCC1=O. The catalyst is C(Cl)Cl.CO. The product is [Br:11][C:10]1[C:3]2[C:2]([Cl:1])=[N:7][CH:6]=[N:5][C:4]=2[NH:8][CH:9]=1. The yield is 0.660. (2) The reactants are [Cl:1][C:2]1[CH:15]=[CH:14][C:5]([C:6]([CH2:8][C:9]([O:11][CH2:12][CH3:13])=[O:10])=[O:7])=[CH:4][CH:3]=1.[C:16]1(=O)[CH:21]=[CH:20][C:19](=[O:22])[CH:18]=[CH:17]1. The catalyst is C(O)C.CC(OC)(C)C.[Cl-].[Zn+2].[Cl-]. The product is [Cl:1][C:2]1[CH:3]=[CH:4][C:5]([C:6]2[O:7][C:16]3[CH:21]=[CH:20][C:19]([OH:22])=[CH:18][C:17]=3[C:8]=2[C:9]([O:11][CH2:12][CH3:13])=[O:10])=[CH:14][CH:15]=1. The yield is 0.440. (3) The reactants are [OH:1][C:2]1[N:10]=[CH:9][CH:8]=[CH:7][C:3]=1[C:4]([OH:6])=[O:5].[OH:11][S:12](O)(=[O:14])=[O:13].O=S(=O)=O. No catalyst specified. The product is [OH:1][C:2]1[N:10]=[CH:9][C:8]([S:12]([OH:14])(=[O:13])=[O:11])=[CH:7][C:3]=1[C:4]([OH:6])=[O:5]. The yield is 0.830. (4) The reactants are Cl.[Cl:2][C:3]1[CH:8]=[CH:7][N:6]=[C:5]([C:9]([O:11]C)=O)[CH:4]=1.[Cl-].[NH4+:14].CCOC(C)=O.O. The catalyst is N. The product is [Cl:2][C:3]1[CH:8]=[CH:7][N:6]=[C:5]([C:9]([NH2:14])=[O:11])[CH:4]=1. The yield is 0.803. (5) The reactants are [CH3:1][N:2]([C:4]([NH:6][C:7]([NH2:9])=[NH:8])=[NH:5])[CH3:3].[C:10]([OH:13])(=[O:12])[CH3:11]. The catalyst is CC(C)=O. The product is [CH3:1][N:2]([C:4]([NH:6][C:7]([NH2:9])=[NH:8])=[NH:5])[CH3:3].[C:10]([O-:13])(=[O:12])[CH3:11]. The yield is 0.477. (6) The reactants are [NH:1]1[CH:5]=[CH:4][CH:3]=[C:2]1[C:6]1C(=O)[C:9](=[O:12])[C:8]2([CH2:17][CH2:16][CH2:15][CH2:14][CH2:13]2)[N:7]=1.[NH2:18][C@H:19]([CH2:23][OH:24])[CH:20]([CH3:22])[CH3:21].C(OCC)(=[O:27])C. No catalyst specified. The product is [NH:1]1[CH:5]=[CH:4][CH:3]=[C:2]1[C:6]([NH:7][C:8]1([C:9]([NH:18][C@H:19]([CH2:23][OH:24])[CH:20]([CH3:22])[CH3:21])=[O:12])[CH2:13][CH2:14][CH2:15][CH2:16][CH2:17]1)=[O:27]. The yield is 0.764.